Dataset: Full USPTO retrosynthesis dataset with 1.9M reactions from patents (1976-2016). Task: Predict the reactants needed to synthesize the given product. (1) Given the product [OH:9][CH2:8][C@H:3]1[C@@H:4]([CH2:6][OH:7])[CH2:5][N:1]([C:17]([O:19][CH2:20][C:21]2[CH:26]=[CH:25][CH:24]=[CH:23][CH:22]=2)=[O:18])[CH2:2]1, predict the reactants needed to synthesize it. The reactants are: [NH:1]1[CH2:5][C@H:4]([CH2:6][OH:7])[C@H:3]([CH2:8][OH:9])[CH2:2]1.C([O-])([O-])=O.[Na+].[Na+].Cl[C:17]([O:19][CH2:20][C:21]1[CH:26]=[CH:25][CH:24]=[CH:23][CH:22]=1)=[O:18]. (2) Given the product [CH2:12]([C:13]1[O:5][C:4](=[O:6])[C:3]2[CH:7]=[CH:8][CH:9]=[N:10][C:2]=2[N:1]=1)[CH3:11], predict the reactants needed to synthesize it. The reactants are: [NH2:1][C:2]1[N:10]=[CH:9][CH:8]=[CH:7][C:3]=1[C:4]([OH:6])=[O:5].[C:11](OC(=O)CC)(=O)[CH2:12][CH3:13]. (3) Given the product [C:14]([N:1]1[C@H:2]([CH:11]=[O:12])[CH2:3][C:4]2[C:9](=[CH:8][CH:7]=[CH:6][CH:5]=2)[CH2:10]1)([O:16][C:17]([CH3:20])([CH3:19])[CH3:18])=[O:15], predict the reactants needed to synthesize it. The reactants are: [N:1]1([C:14]([O:16][C:17]([CH3:20])([CH3:19])[CH3:18])=[O:15])[CH2:10][C:9]2[C:4](=[CH:5][CH:6]=[CH:7][CH:8]=2)[CH2:3][C@H:2]1[C:11](O)=[O:12].Cl.CNOC.C(Cl)CCl.C1C=CC2N(O)N=NC=2C=1.[H-].[H-].[H-].[H-].[Li+].[Al+3]. (4) Given the product [CH3:21][C:22]1[CH:27]=[CH:26][C:25]([CH3:28])=[CH:24][C:23]=1[S:29]([N:18]1[CH2:17][CH2:16][CH:15]2[CH:20]([N:13]([C:9]3[N:8]=[C:7]([C:1]4[CH:2]=[CH:3][CH:4]=[CH:5][CH:6]=4)[CH:12]=[CH:11][N:10]=3)[CH2:14]2)[CH2:19]1)(=[O:30])=[O:31], predict the reactants needed to synthesize it. The reactants are: [C:1]1([C:7]2[CH:12]=[CH:11][N:10]=[C:9]([N:13]3[CH:20]4[CH:15]([CH2:16][CH2:17][NH:18][CH2:19]4)[CH2:14]3)[N:8]=2)[CH:6]=[CH:5][CH:4]=[CH:3][CH:2]=1.[CH3:21][C:22]1[CH:27]=[CH:26][C:25]([CH3:28])=[CH:24][C:23]=1[S:29](Cl)(=[O:31])=[O:30].CCN(CC)CC. (5) Given the product [F:19][C:20]1[CH:28]=[C:27]2[C:23]([CH2:24][CH2:25][N:26]2[C:15](=[O:17])[CH2:14][C:9]2[NH:10][C:11](=[O:13])[CH:12]=[C:7]([N:1]3[CH2:2][CH2:3][O:4][CH2:5][CH2:6]3)[N:8]=2)=[CH:22][CH:21]=1, predict the reactants needed to synthesize it. The reactants are: [N:1]1([C:7]2[N:8]=[C:9]([CH2:14][C:15]([O-:17])=O)[NH:10][C:11](=[O:13])[CH:12]=2)[CH2:6][CH2:5][O:4][CH2:3][CH2:2]1.[Na+].[F:19][C:20]1[CH:28]=[C:27]2[C:23]([CH2:24][CH2:25][NH:26]2)=[CH:22][CH:21]=1.Cl.CN(C)CCCN=C=NCC. (6) Given the product [Cl:8][C:6]1[N:5]=[C:4]([CH3:9])[N:3]=[C:2]([O:10][C:11]2[CH:37]=[CH:36][CH:35]=[CH:34][C:12]=2[CH2:13][NH:14][C:15]([NH:17][C:18]2[N:22]([C:23]3[CH:28]=[CH:27][C:26]([CH3:29])=[CH:25][CH:24]=3)[N:21]=[C:20]([C:30]([CH3:32])([CH3:33])[CH3:31])[CH:19]=2)=[O:16])[CH:7]=1, predict the reactants needed to synthesize it. The reactants are: Cl[C:2]1[CH:7]=[C:6]([Cl:8])[N:5]=[C:4]([CH3:9])[N:3]=1.[OH:10][C:11]1[CH:37]=[CH:36][CH:35]=[CH:34][C:12]=1[CH2:13][NH:14][C:15]([NH:17][C:18]1[N:22]([C:23]2[CH:28]=[CH:27][C:26]([CH3:29])=[CH:25][CH:24]=2)[N:21]=[C:20]([C:30]([CH3:33])([CH3:32])[CH3:31])[CH:19]=1)=[O:16].[OH-].[Na+].[Cl-].[NH4+]. (7) Given the product [CH3:19][C:14]1[CH:15]=[CH:16][CH:17]=[CH:18][C:13]=1[NH:12][C:10](=[O:11])[CH2:9][N:4]1[CH2:3][C@H:2]([CH3:1])[N:7]([S:29]([C:25]2[CH:26]=[CH:27][CH:28]=[C:23]([N+:20]([O-:22])=[O:21])[CH:24]=2)(=[O:30])=[O:31])[C@H:6]([CH3:8])[CH2:5]1, predict the reactants needed to synthesize it. The reactants are: [CH3:1][CH:2]1[NH:7][CH:6]([CH3:8])[CH2:5][N:4]([CH2:9][C:10]([NH:12][C:13]2[CH:18]=[CH:17][CH:16]=[CH:15][C:14]=2[CH3:19])=[O:11])[CH2:3]1.[N+:20]([C:23]1[CH:24]=[C:25]([S:29](Cl)(=[O:31])=[O:30])[CH:26]=[CH:27][CH:28]=1)([O-:22])=[O:21]. (8) Given the product [Br:12][C:9]1[N:10]=[C:3]2[C:2]([Br:1])=[CH:7][CH:6]=[CH:5][N:4]2[N:8]=1, predict the reactants needed to synthesize it. The reactants are: [Br:1][C:2]1[C:3]2[N:4]([N:8]=[C:9](N)[N:10]=2)[CH:5]=[CH:6][CH:7]=1.[BrH:12]. (9) Given the product [NH2:1][C:2]1[NH:3][C:4](=[O:11])[C:5]2[NH:10][CH:9]=[CH:8][C:6]=2[N:7]=1, predict the reactants needed to synthesize it. The reactants are: [NH2:1][C:2]1[N:3](CC2C=CC=CC=2)[C:4](=[O:11])[C:5]2[NH:10][CH:9]=[CH:8][C:6]=2[N:7]=1.C([O-])=O.[NH4+]. (10) Given the product [Cl:1][C:2]1[N:3]=[C:4]([N:13]2[CH2:18][CH2:17][O:16][CH2:15][CH2:14]2)[C:5]2[N:10]=[C:9]([CH3:11])[S:8][C:6]=2[N:7]=1, predict the reactants needed to synthesize it. The reactants are: [Cl:1][C:2]1[N:3]=[C:4](Cl)[C:5]2[N:10]=[C:9]([CH3:11])[S:8][C:6]=2[N:7]=1.[NH:13]1[CH2:18][CH2:17][O:16][CH2:15][CH2:14]1.